From a dataset of Reaction yield outcomes from USPTO patents with 853,638 reactions. Predict the reaction yield, written as a fraction of the theoretical maximum amount of product (1.0 means a 100% yield; for example, 0.34 means a 34% yield). (1) The product is [NH2:1][C:2]1[C:3]([F:16])=[C:4]([NH:9][S:10]([CH2:13][CH2:14][CH3:15])(=[O:12])=[O:11])[CH:5]=[CH:6][CH:7]=1. The catalyst is CO. The yield is 0.600. The reactants are [NH2:1][C:2]1[C:3]([F:16])=[C:4]([NH:9][S:10]([CH2:13][CH2:14][CH3:15])(=[O:12])=[O:11])[CH:5]=[CH:6][C:7]=1Cl. (2) The reactants are [CH3:1][C:2]1[CH:3]=[C:4]([C:9]2[N:10]=[CH:11][C:12]([NH:15][C:16]([C:18]3[CH:23]=[C:22]([N:24]4[CH2:29][CH2:28][CH2:27][CH2:26][CH2:25]4)[CH:21]=[CH:20][C:19]=3[NH:30][C:31]([C:33]3[CH:34]=[C:35]([CH:47]=[CH:48][CH:49]=3)[CH2:36][S:37][CH2:38][CH2:39][C:40]([O:42]C(C)(C)C)=[O:41])=[O:32])=[O:17])=[N:13][CH:14]=2)[CH:5]=[CH:6][C:7]=1[CH3:8].FC(F)(F)C(O)=O. The yield is 0.130. The product is [CH3:1][C:2]1[CH:3]=[C:4]([C:9]2[N:10]=[CH:11][C:12]([NH:15][C:16]([C:18]3[CH:23]=[C:22]([N:24]4[CH2:29][CH2:28][CH2:27][CH2:26][CH2:25]4)[CH:21]=[CH:20][C:19]=3[NH:30][C:31]([C:33]3[CH:34]=[C:35]([CH:47]=[CH:48][CH:49]=3)[CH2:36][S:37][CH2:38][CH2:39][C:40]([OH:42])=[O:41])=[O:32])=[O:17])=[N:13][CH:14]=2)[CH:5]=[CH:6][C:7]=1[CH3:8]. The catalyst is ClCCl. (3) The reactants are [NH:1]1[CH:5]=[CH:4][N:3]=[C:2]1[CH2:6][CH2:7][CH2:8][C:9]1[CH:14]=[CH:13][C:12]([NH:15][C:16](=[O:25])[O:17][CH2:18][C:19]2[CH:24]=[CH:23][CH:22]=[CH:21][CH:20]=2)=[CH:11][CH:10]=1.[CH3:26][C:27]([O:30][C:31](O[C:31]([O:30][C:27]([CH3:29])([CH3:28])[CH3:26])=[O:32])=[O:32])([CH3:29])[CH3:28]. The catalyst is C(Cl)Cl. The product is [CH2:18]([O:17][C:16]([NH:15][C:12]1[CH:11]=[CH:10][C:9]([CH2:8][CH2:7][CH2:6][C:2]2[N:1]([C:31]([O:30][C:27]([CH3:29])([CH3:28])[CH3:26])=[O:32])[CH:5]=[CH:4][N:3]=2)=[CH:14][CH:13]=1)=[O:25])[C:19]1[CH:24]=[CH:23][CH:22]=[CH:21][CH:20]=1. The yield is 0.510. (4) The reactants are O=[C:2]([C:17]1[CH:22]=[CH:21][CH:20]=[CH:19][CH:18]=1)[CH2:3][NH:4][C:5]([C@H:7]1[CH2:12][CH2:11][C@H:10]([C:13]([O:15][CH3:16])=[O:14])[CH2:9][CH2:8]1)=[O:6].P(Cl)(Cl)(Cl)=O.CC#N. The catalyst is CCOC(C)=O. The product is [C:17]1([C:2]2[O:6][C:5]([C@H:7]3[CH2:12][CH2:11][C@H:10]([C:13]([O:15][CH3:16])=[O:14])[CH2:9][CH2:8]3)=[N:4][CH:3]=2)[CH:22]=[CH:21][CH:20]=[CH:19][CH:18]=1. The yield is 0.790. (5) The reactants are C([NH:4][C@:5]1([C:22](NC(C)(C)C)=[O:23])[C@@H:9]([CH2:10][CH2:11][CH2:12][B:13]2[O:17]C(C)(C)C(C)(C)[O:14]2)[CH2:8][NH:7][CH2:6]1)(=O)C.S([O-])([O-])(=O)=O.[Na+].[Na+].C([N:43]1[CH2:48][CH2:47][CH2:46][CH:45]([CH:49]=O)[CH2:44]1)(OC(C)(C)C)=O.C(O[BH-](OC(=O)C)OC(=O)C)(=[O:53])C.[Na+].C(=O)([O-])[O-].[Na+].[Na+]. The catalyst is ClCCCl.C(O)(=O)C. The product is [NH2:4][C@:5]1([C:22]([OH:23])=[O:53])[C@@H:9]([CH2:10][CH2:11][CH2:12][B:13]([OH:14])[OH:17])[CH2:8][N:7]([CH2:49][CH:45]2[CH2:46][CH2:47][CH2:48][NH:43][CH2:44]2)[CH2:6]1. The yield is 0.290. (6) The reactants are [F:1][C:2]([F:22])([F:21])[C:3]1[CH:8]=[CH:7][C:6]([C:9]2[CH:10]=[C:11]3[C:15](=[CH:16][CH:17]=2)[NH:14][CH:13]=[C:12]3[CH2:18][C:19]#[N:20])=[CH:5][CH:4]=1.[H-].[Na+].I[CH3:26]. The catalyst is C1COCC1. The product is [CH3:26][N:14]1[C:15]2[C:11](=[CH:10][C:9]([C:6]3[CH:7]=[CH:8][C:3]([C:2]([F:21])([F:1])[F:22])=[CH:4][CH:5]=3)=[CH:17][CH:16]=2)[C:12]([CH2:18][C:19]#[N:20])=[CH:13]1. The yield is 0.600. (7) The reactants are [I:1][C:2]1[CH:8]=[C:7]([CH3:9])[CH:6]=[CH:5][C:3]=1N.N([O-])=O.[Na+].[BrH:14]. The catalyst is O. The product is [Br:14][C:3]1[CH:5]=[CH:6][C:7]([CH3:9])=[CH:8][C:2]=1[I:1]. The yield is 0.818. (8) The reactants are [CH2:1]([N:8]1[CH2:14][C:13]2[N:15]=[CH:16][C:17](Cl)=[N:18][C:12]=2[O:11][CH2:10][CH2:9]1)[C:2]1[CH:7]=[CH:6][CH:5]=[CH:4][CH:3]=1.[NH:20]1[CH2:25][CH2:24][O:23][CH2:22][CH2:21]1.CC(C1C=C(C(C)C)C(C2C=CC=CC=2P(C2CCCCC2)C2CCCCC2)=C(C(C)C)C=1)C.CC(C)([O-])C.[Na+]. The catalyst is C1(C)C=CC=CC=1.C1C=CC(/C=C/C(/C=C/C2C=CC=CC=2)=O)=CC=1.C1C=CC(/C=C/C(/C=C/C2C=CC=CC=2)=O)=CC=1.C1C=CC(/C=C/C(/C=C/C2C=CC=CC=2)=O)=CC=1.[Pd].[Pd].O. The product is [CH2:1]([N:8]1[CH2:14][C:13]2[N:15]=[CH:16][C:17]([N:20]3[CH2:25][CH2:24][O:23][CH2:22][CH2:21]3)=[N:18][C:12]=2[O:11][CH2:10][CH2:9]1)[C:2]1[CH:7]=[CH:6][CH:5]=[CH:4][CH:3]=1. The yield is 0.680.